This data is from Reaction yield outcomes from USPTO patents with 853,638 reactions. The task is: Predict the reaction yield, written as a fraction of the theoretical maximum amount of product (1.0 means a 100% yield; for example, 0.34 means a 34% yield). (1) The reactants are [CH3:1][NH:2][C:3]([C:5]1[CH:10]=[C:9]([O:11][C:12]2[CH:17]=[CH:16][C:15]([NH:18][C:19]([NH:21][C:22]3[CH:27]=[CH:26][C:25]([Cl:28])=[C:24]([C:29]([F:32])([F:31])[F:30])[CH:23]=3)=[O:20])=[C:14]([F:33])[CH:13]=2)[CH:8]=[CH:7][N:6]=1)=[O:4].[C:34]1([S:40]([OH:43])(=[O:42])=[O:41])[CH:39]=[CH:38][CH:37]=[CH:36][CH:35]=1. The catalyst is C(O)C. The product is [C:34]1([S:40]([OH:43])(=[O:42])=[O:41])[CH:39]=[CH:38][CH:37]=[CH:36][CH:35]=1.[CH3:1][NH:2][C:3]([C:5]1[CH:10]=[C:9]([O:11][C:12]2[CH:17]=[CH:16][C:15]([NH:18][C:19]([NH:21][C:22]3[CH:27]=[CH:26][C:25]([Cl:28])=[C:24]([C:29]([F:32])([F:31])[F:30])[CH:23]=3)=[O:20])=[C:14]([F:33])[CH:13]=2)[CH:8]=[CH:7][N:6]=1)=[O:4]. The yield is 0.690. (2) The reactants are C[Al](C)C.[NH:5]1[CH2:10][CH2:9][S:8][CH2:7][CH2:6]1.C[O:12][C:13](=O)[C:14]1[CH:19]=[CH:18][C:17]([O:20][CH2:21][C:22]2[C:23]([C:28]3[CH:33]=[CH:32][CH:31]=[C:30]([F:34])[CH:29]=3)=[N:24][O:25][C:26]=2[CH3:27])=[N:16][CH:15]=1.O. The catalyst is O1CCOCC1. The product is [F:34][C:30]1[CH:29]=[C:28]([C:23]2[C:22]([CH2:21][O:20][C:17]3[N:16]=[CH:15][C:14]([C:13]([N:5]4[CH2:10][CH2:9][S:8][CH2:7][CH2:6]4)=[O:12])=[CH:19][CH:18]=3)=[C:26]([CH3:27])[O:25][N:24]=2)[CH:33]=[CH:32][CH:31]=1. The yield is 1.00. (3) The product is [C:1]([C:5]1[O:9][N:8]=[C:7]([NH:10][C:11]([NH:13][C:14]2[CH:19]=[CH:18][CH:17]=[C:16]([S:20][C:21]3[C:30]4[C:25](=[CH:26][C:27]([O:33][CH2:34][CH2:35][N:44]5[CH2:45][CH2:46][N:41]([S:38]([CH3:37])(=[O:40])=[O:39])[CH2:42][CH2:43]5)=[C:28]([O:31][CH3:32])[CH:29]=4)[N:24]=[CH:23][N:22]=3)[CH:15]=2)=[O:12])[CH:6]=1)([CH3:4])([CH3:3])[CH3:2]. The yield is 0.170. The reactants are [C:1]([C:5]1[O:9][N:8]=[C:7]([NH:10][C:11]([NH:13][C:14]2[CH:19]=[CH:18][CH:17]=[C:16]([S:20][C:21]3[C:30]4[C:25](=[CH:26][C:27]([O:33][CH2:34][CH2:35]Cl)=[C:28]([O:31][CH3:32])[CH:29]=4)[N:24]=[CH:23][N:22]=3)[CH:15]=2)=[O:12])[CH:6]=1)([CH3:4])([CH3:3])[CH3:2].[CH3:37][S:38]([N:41]1[CH2:46][CH2:45][NH:44][CH2:43][CH2:42]1)(=[O:40])=[O:39].C(N(C(C)C)CC)(C)C. The catalyst is CN(C=O)C.[I-].C([N+](CCCC)(CCCC)CCCC)CCC. (4) The reactants are [Cl-].O[NH3+:3].[C:4](=[O:7])([O-])[OH:5].[Na+].CS(C)=O.[CH2:13]([C:17]1[N:18]([CH2:36][C:37]2[CH:42]=[CH:41][C:40]([C:43]3[C:44]([C:49]#[N:50])=[CH:45][CH:46]=[CH:47][CH:48]=3)=[CH:39][CH:38]=2)[C:19](=[O:35])[C:20]([C:25]2[CH:26]=[CH:27][C:28]3[O:32][CH:31]([CH3:33])[CH2:30][C:29]=3[CH:34]=2)=[C:21]([CH2:23][CH3:24])[N:22]=1)[CH2:14][CH2:15][CH3:16]. The catalyst is O. The product is [CH2:13]([C:17]1[N:18]([CH2:36][C:37]2[CH:38]=[CH:39][C:40]([C:43]3[CH:48]=[CH:47][CH:46]=[CH:45][C:44]=3[C:49]3[NH:3][C:4](=[O:7])[O:5][N:50]=3)=[CH:41][CH:42]=2)[C:19](=[O:35])[C:20]([C:25]2[CH:26]=[CH:27][C:28]3[O:32][CH:31]([CH3:33])[CH2:30][C:29]=3[CH:34]=2)=[C:21]([CH2:23][CH3:24])[N:22]=1)[CH2:14][CH2:15][CH3:16]. The yield is 0.880. (5) The reactants are [H-].[Na+].[OH:3][CH2:4][C:5]1[O:6][C:7]([CH3:20])=[CH:8][C:9](=[O:19])[C:10]=1[O:11][CH2:12][C:13]1[CH:18]=[CH:17][CH:16]=[CH:15][CH:14]=1.I[CH3:22]. The catalyst is CN(C=O)C. The product is [CH3:22][O:3][CH2:4][C:5]1[O:6][C:7]([CH3:20])=[CH:8][C:9](=[O:19])[C:10]=1[O:11][CH2:12][C:13]1[CH:18]=[CH:17][CH:16]=[CH:15][CH:14]=1. The yield is 1.00. (6) The reactants are C[O:2][C:3]1[CH:4]=[C:5]2[C:9](=[CH:10][CH:11]=1)[C@H:8]([C@H:12]([CH3:17])[C:13]([O:15][CH3:16])=[O:14])[CH2:7][CH2:6]2.[Al+3].[Cl-].[Cl-].[Cl-].CCS. The yield is 0.800. The catalyst is C(Cl)Cl. The product is [OH:2][C:3]1[CH:4]=[C:5]2[C:9](=[CH:10][CH:11]=1)[C@H:8]([C@H:12]([CH3:17])[C:13]([O:15][CH3:16])=[O:14])[CH2:7][CH2:6]2. (7) The reactants are [C:1]([O:5][C:6]([N:8]1[CH2:12][CH2:11][CH2:10][C@@H:9]1[CH2:13][O:14][C:15]1[CH:20]=[CH:19][C:18]([OH:21])=[CH:17][CH:16]=1)=[O:7])([CH3:4])([CH3:3])[CH3:2].[F:22][C:23]1[CH:30]=[CH:29][C:26]([CH2:27]Br)=[CH:25][CH:24]=1. No catalyst specified. The product is [C:1]([O:5][C:6]([N:8]1[CH2:12][CH2:11][CH2:10][C@@H:9]1[CH2:13][O:14][C:15]1[CH:20]=[CH:19][C:18]([O:21][CH2:27][C:26]2[CH:29]=[CH:30][C:23]([F:22])=[CH:24][CH:25]=2)=[CH:17][CH:16]=1)=[O:7])([CH3:4])([CH3:2])[CH3:3]. The yield is 0.500.